From a dataset of Forward reaction prediction with 1.9M reactions from USPTO patents (1976-2016). Predict the product of the given reaction. (1) The product is: [CH3:1][N:2]([CH2:4][C:5]1[C:13]2[O:12][N:11]=[C:10]([CH2:14][CH2:15][CH:16]3[CH2:21][CH2:20][N:19]([CH2:38][CH:39]4[O:43][CH2:42][CH2:41][O:40]4)[CH2:18][CH2:17]3)[C:9]=2[CH:8]=[CH:7][C:6]=1[N:22]1[CH2:27][CH2:26][CH2:25][CH2:24][CH2:23]1)[CH3:3]. Given the reactants [CH3:1][N:2]([CH2:4][C:5]1[C:13]2[O:12][N:11]=[C:10]([CH2:14][CH2:15][CH:16]3[CH2:21][CH2:20][NH:19][CH2:18][CH2:17]3)[C:9]=2[CH:8]=[CH:7][C:6]=1[N:22]1[CH2:27][CH2:26][CH2:25][CH2:24][CH2:23]1)[CH3:3].C(N(CC)C(C)C)(C)C.Br[CH2:38][CH:39]1[O:43][CH2:42][CH2:41][O:40]1.[I-].[Na+].[Cl-].[Na+], predict the reaction product. (2) Given the reactants [CH:1]1[C:14]2[C:5](=[N:6][C:7]3[C:12]([C:13]=2[NH:15][CH:16]([CH2:25][CH3:26])[CH2:17][CH2:18][CH2:19][N:20]([CH2:23][CH3:24])[CH2:21][CH3:22])=[CH:11][CH:10]=[CH:9][CH:8]=3)[CH:4]=[CH:3][CH:2]=1.Cl[C:28]1C2C(N=C3C=1C=CC=C3)=CC=CC=2.Cl.Cl.C1(C(N)CCCN(CC)CC)CC1.C1(O)C=CC=CC=1.C(N(CC)CC)C, predict the reaction product. The product is: [CH:11]1[C:12]2[C:7](=[N:6][C:5]3[C:14]([C:13]=2[NH:15][CH:16]([CH:25]2[CH2:28][CH2:26]2)[CH2:17][CH2:18][CH2:19][N:20]([CH2:23][CH3:24])[CH2:21][CH3:22])=[CH:1][CH:2]=[CH:3][CH:4]=3)[CH:8]=[CH:9][CH:10]=1. (3) Given the reactants [CH2:1]([O:19][CH:20]1[CH:25]([O:26][CH2:27][CH2:28][CH2:29][CH2:30][CH2:31][CH2:32][CH2:33][CH2:34][CH2:35][CH2:36][CH2:37][CH2:38][CH2:39][CH2:40][CH2:41][CH2:42][CH2:43][CH3:44])[CH:24]([O:45][CH2:46][CH2:47][CH2:48][CH2:49][CH2:50][CH2:51][CH2:52][CH2:53][CH2:54][CH2:55][CH2:56][CH2:57][CH2:58][CH2:59][CH2:60][CH2:61][CH2:62][CH3:63])[CH2:23][CH:22]([CH2:64][OH:65])[CH2:21]1)[CH2:2][CH2:3][CH2:4][CH2:5][CH2:6][CH2:7][CH2:8][CH2:9][CH2:10][CH2:11][CH2:12][CH2:13][CH2:14][CH2:15][CH2:16][CH2:17][CH3:18].O[C:67]1[CH:74]=[CH:73][C:70]([CH:71]=[O:72])=[CH:69][CH:68]=1.C1(P(C2C=CC=CC=2)C2C=CC=CC=2)C=CC=CC=1, predict the reaction product. The product is: [CH2:1]([O:19][CH:20]1[CH:25]([O:26][CH2:27][CH2:28][CH2:29][CH2:30][CH2:31][CH2:32][CH2:33][CH2:34][CH2:35][CH2:36][CH2:37][CH2:38][CH2:39][CH2:40][CH2:41][CH2:42][CH2:43][CH3:44])[CH:24]([O:45][CH2:46][CH2:47][CH2:48][CH2:49][CH2:50][CH2:51][CH2:52][CH2:53][CH2:54][CH2:55][CH2:56][CH2:57][CH2:58][CH2:59][CH2:60][CH2:61][CH2:62][CH3:63])[CH2:23][CH:22]([CH2:64][O:65][C:67]2[CH:74]=[CH:73][C:70]([CH:71]=[O:72])=[CH:69][CH:68]=2)[CH2:21]1)[CH2:2][CH2:3][CH2:4][CH2:5][CH2:6][CH2:7][CH2:8][CH2:9][CH2:10][CH2:11][CH2:12][CH2:13][CH2:14][CH2:15][CH2:16][CH2:17][CH3:18]. (4) Given the reactants [C:1]([C:4]1[CH:9]=[C:8]([F:10])[CH:7]=[CH:6][C:5]=1[S:11][C:12]1[CH:21]=[CH:20][C:19]2[C:14](=[CH:15][CH:16]=[CH:17][CH:18]=2)[C:13]=1[C:22](O)=[O:23])(O)=[O:2].S(C1C=CC=CC=1C(OC)=O)C1C=CC=CC=1C(OC)=O, predict the reaction product. The product is: [F:10][C:8]1[CH:7]=[CH:6][C:5]([S:11][C:12]2[CH:21]=[CH:20][C:19]3[C:14](=[CH:15][CH:16]=[CH:17][CH:18]=3)[C:13]=2[CH2:22][OH:23])=[C:4]([CH2:1][OH:2])[CH:9]=1. (5) Given the reactants [F:1][C:2]1[CH:19]=[CH:18][CH:17]=[CH:16][C:3]=1[CH2:4][N:5]1[C:9]2[CH2:10][CH2:11][CH2:12][C:8]=2[C:7]([C:13](=[NH:15])[NH2:14])=[N:6]1.[N:20]1([CH:26]([C:29]#[N:30])[C:27]#[N:28])[CH2:25][CH2:24][O:23][CH2:22][CH2:21]1, predict the reaction product. The product is: [F:1][C:2]1[CH:19]=[CH:18][CH:17]=[CH:16][C:3]=1[CH2:4][N:5]1[C:9]2[CH2:10][CH2:11][CH2:12][C:8]=2[C:7]([C:13]2[N:14]=[C:27]([NH2:28])[C:26]([N:20]3[CH2:21][CH2:22][O:23][CH2:24][CH2:25]3)=[C:29]([NH2:30])[N:15]=2)=[N:6]1. (6) Given the reactants O1CCCCC1[O:7][C@H:8]1[C@H:12]2[O:13][CH2:14][C@@H:15]([O:16][C:17](=[O:31])[CH2:18][CH2:19][CH2:20][C@H:21]([O:27][N+:28]([O-:30])=[O:29])[CH2:22][O:23][N+:24]([O-:26])=[O:25])[C@H:11]2[O:10][CH2:9]1.C(O)C, predict the reaction product. The product is: [OH:7][C@H:8]1[C@H:12]2[O:13][CH2:14][C@@H:15]([O:16][C:17](=[O:31])[CH2:18][CH2:19][CH2:20][C@H:21]([O:27][N+:28]([O-:30])=[O:29])[CH2:22][O:23][N+:24]([O-:26])=[O:25])[C@H:11]2[O:10][CH2:9]1.